This data is from Peptide-MHC class I binding affinity with 185,985 pairs from IEDB/IMGT. The task is: Regression. Given a peptide amino acid sequence and an MHC pseudo amino acid sequence, predict their binding affinity value. This is MHC class I binding data. (1) The peptide sequence is KRKLMYVSA. The MHC is HLA-A02:19 with pseudo-sequence HLA-A02:19. The binding affinity (normalized) is 0.0847. (2) The peptide sequence is MSDIFASEV. The binding affinity (normalized) is 0.0847. The MHC is HLA-A03:01 with pseudo-sequence HLA-A03:01. (3) The peptide sequence is LLWAARPRL. The MHC is HLA-A26:01 with pseudo-sequence HLA-A26:01. The binding affinity (normalized) is 0. (4) The peptide sequence is TYGVCAKAF. The MHC is HLA-A24:03 with pseudo-sequence HLA-A24:03. The binding affinity (normalized) is 0.764.